From a dataset of Full USPTO retrosynthesis dataset with 1.9M reactions from patents (1976-2016). Predict the reactants needed to synthesize the given product. (1) The reactants are: FC(F)(F)C(O)=O.COC[O:11][C:12]1[CH:39]=[CH:38][C:37]([CH2:40][N:41]2[CH2:46][CH2:45][CH2:44][CH2:43][CH2:42]2)=[CH:36][C:13]=1[C:14]([NH:16][C:17]1[CH:29]=[C:28]([C:30]2[CH:35]=[CH:34][CH:33]=[CH:32][CH:31]=2)[CH:27]=[CH:26][C:18]=1[C:19]([O:21]C(C)(C)C)=[O:20])=[O:15].C(Cl)[Cl:48]. Given the product [ClH:48].[OH:11][C:12]1[CH:39]=[CH:38][C:37]([CH2:40][N:41]2[CH2:42][CH2:43][CH2:44][CH2:45][CH2:46]2)=[CH:36][C:13]=1[C:14]([NH:16][C:17]1[CH:29]=[C:28]([C:30]2[CH:31]=[CH:32][CH:33]=[CH:34][CH:35]=2)[CH:27]=[CH:26][C:18]=1[C:19]([OH:21])=[O:20])=[O:15], predict the reactants needed to synthesize it. (2) Given the product [C:2]([C:4]1[CH:5]=[C:6]([CH:27]=[CH:28][CH:29]=1)[C:7]([NH:9][C:10]1[C:11]([CH3:26])=[C:12]2[C:16](=[CH:17][CH:18]=1)[N:15]([CH3:19])[CH:14]=[C:13]2[CH:20]1[CH2:25][CH2:24][N:23]([C:67](=[O:68])[CH2:66][C@@H:65]([OH:70])[C:64]([F:72])([F:71])[F:63])[CH2:22][CH2:21]1)=[O:8])#[N:3], predict the reactants needed to synthesize it. The reactants are: Cl.[C:2]([C:4]1[CH:5]=[C:6]([CH:27]=[CH:28][CH:29]=1)[C:7]([NH:9][C:10]1[C:11]([CH3:26])=[C:12]2[C:16](=[CH:17][CH:18]=1)[N:15]([CH3:19])[CH:14]=[C:13]2[CH:20]1[CH2:25][CH2:24][NH:23][CH2:22][CH2:21]1)=[O:8])#[N:3].CCN(C(C)C)C(C)C.CN(C(ON1N=NC2C=CC=NC1=2)=[N+](C)C)C.F[P-](F)(F)(F)(F)F.[F:63][C:64]([F:72])([F:71])[C@H:65]([OH:70])[CH2:66][C:67](O)=[O:68]. (3) The reactants are: S([O:11][CH:12]1[CH2:15][N:14]([C:16]([O:18][C:19]([CH3:22])([CH3:21])[CH3:20])=[O:17])[CH2:13]1)(C1C=CC(C)=CC=1)(=O)=O.[Cl:23][C:24]1[CH:29]=[C:28]([Cl:30])[CH:27]=[CH:26][C:25]=1O.C(=O)([O-])[O-].[K+].[K+]. Given the product [Cl:23][C:24]1[CH:29]=[C:28]([Cl:30])[CH:27]=[CH:26][C:25]=1[O:11][CH:12]1[CH2:13][N:14]([C:16]([O:18][C:19]([CH3:20])([CH3:21])[CH3:22])=[O:17])[CH2:15]1, predict the reactants needed to synthesize it. (4) Given the product [CH2:1]([C:19]1[CH:24]=[CH:23][C:22]([S:25]([NH:34][C:30]2[S:29][CH:33]=[N:32][N:31]=2)(=[O:27])=[O:26])=[CH:21][CH:20]=1)[CH2:2][CH2:3][CH2:4][CH2:5][CH2:6][CH2:7][CH2:8][CH2:9][CH2:10][CH2:11][CH2:12][CH2:13][CH2:14][CH2:15][CH2:16][CH2:17][CH3:18], predict the reactants needed to synthesize it. The reactants are: [CH2:1]([C:19]1[CH:24]=[CH:23][C:22]([S:25](Cl)(=[O:27])=[O:26])=[CH:21][CH:20]=1)[CH2:2][CH2:3][CH2:4][CH2:5][CH2:6][CH2:7][CH2:8][CH2:9][CH2:10][CH2:11][CH2:12][CH2:13][CH2:14][CH2:15][CH2:16][CH2:17][CH3:18].[S:29]1[CH:33]=[N:32][N:31]=[C:30]1[NH2:34].Cl. (5) Given the product [NH2:7][C:6]1[NH:8][C:15]([C:17]2[CH:22]=[CH:21][C:20]([Br:23])=[CH:19][CH:18]=2)=[C:14]([CH3:24])[C:5]=1[C:9]([NH2:11])=[O:10], predict the reactants needed to synthesize it. The reactants are: [O-]CC.[Na+].[CH2:5]([C:9]([NH2:11])=[O:10])[C:6]([NH2:8])=[NH:7].Cl.Br[CH:14]([CH3:24])[C:15]([C:17]1[CH:22]=[CH:21][C:20]([Br:23])=[CH:19][CH:18]=1)=O.